This data is from NCI-60 drug combinations with 297,098 pairs across 59 cell lines. The task is: Regression. Given two drug SMILES strings and cell line genomic features, predict the synergy score measuring deviation from expected non-interaction effect. Drug 1: CN(C)C1=NC(=NC(=N1)N(C)C)N(C)C. Drug 2: CC1=C(C(=CC=C1)Cl)NC(=O)C2=CN=C(S2)NC3=CC(=NC(=N3)C)N4CCN(CC4)CCO. Cell line: NCI/ADR-RES. Synergy scores: CSS=-2.37, Synergy_ZIP=0.929, Synergy_Bliss=-0.945, Synergy_Loewe=-6.12, Synergy_HSA=-4.47.